Dataset: Forward reaction prediction with 1.9M reactions from USPTO patents (1976-2016). Task: Predict the product of the given reaction. (1) Given the reactants [NH2:1][C:2]1[C:3]([C:17]([OH:19])=O)=[N:4][C:5]([C:9]2[C:14]([F:15])=[CH:13][CH:12]=[CH:11][C:10]=2[F:16])=[C:6]([F:8])[CH:7]=1.[NH2:20][C:21]1[C:22]([N:30]2[CH2:35][CH2:34][CH2:33][C@H:32]([NH:36]C(=O)OC(C)(C)C)[CH2:31]2)=[C:23]2[CH2:29][CH2:28][O:27][C:24]2=[N:25][CH:26]=1.CN(C(ON1N=NC2C=CC=NC1=2)=[N+](C)C)C.F[P-](F)(F)(F)(F)F.CCN(C(C)C)C(C)C, predict the reaction product. The product is: [NH2:1][C:2]1[C:3]([C:17]([NH:20][C:21]2[C:22]([N:30]3[CH2:35][CH2:34][CH2:33][C@H:32]([NH2:36])[CH2:31]3)=[C:23]3[CH2:29][CH2:28][O:27][C:24]3=[N:25][CH:26]=2)=[O:19])=[N:4][C:5]([C:9]2[C:10]([F:16])=[CH:11][CH:12]=[CH:13][C:14]=2[F:15])=[C:6]([F:8])[CH:7]=1. (2) Given the reactants [C:1]1([C:28]2[CH:33]=[CH:32][CH:31]=[CH:30][CH:29]=2)[CH:6]=[CH:5][CH:4]=[CH:3][C:2]=1[N:7]([C:20]1[CH:25]=[CH:24][C:23]([O:26]C)=[CH:22][CH:21]=1)[C:8]1[C:9]([C:14]2[CH:19]=[CH:18][CH:17]=[CH:16][CH:15]=2)=[CH:10][CH:11]=[CH:12][CH:13]=1.Cl.N1C=CC=CC=1.N1C=CC=CC=1.[F:47][C:48]([F:61])([F:60])[S:49](O[S:49]([C:48]([F:61])([F:60])[F:47])(=[O:51])=[O:50])(=[O:51])=[O:50], predict the reaction product. The product is: [F:47][C:48]([F:61])([F:60])[S:49]([O:26][C:23]1[CH:22]=[CH:21][C:20]([N:7]([C:2]2[CH:3]=[CH:4][CH:5]=[CH:6][C:1]=2[C:28]2[CH:29]=[CH:30][CH:31]=[CH:32][CH:33]=2)[C:8]2[CH:13]=[CH:12][CH:11]=[CH:10][C:9]=2[C:14]2[CH:15]=[CH:16][CH:17]=[CH:18][CH:19]=2)=[CH:25][CH:24]=1)(=[O:51])=[O:50]. (3) Given the reactants [NH:1]1[C:9]2[CH2:8][CH:7]([C:10]([O:12][CH3:13])=[O:11])[CH2:6][CH2:5][C:4]=2[CH:3]=[N:2]1.O1CCC[CH2:15]1.[H-].[Na+].IC, predict the reaction product. The product is: [CH3:15][N:1]1[C:9]2[CH2:8][CH:7]([C:10]([O:12][CH3:13])=[O:11])[CH2:6][CH2:5][C:4]=2[CH:3]=[N:2]1. (4) Given the reactants [N:1]1([C:7]([O:9][C:10]([CH3:13])([CH3:12])[CH3:11])=[O:8])[CH2:6][CH2:5]S[CH2:3][CH2:2]1.ClC1C=CC=C(C(OO)=O)C=1.[S:25]([O-:29])([O-])(=[O:27])=S.[Na+].[Na+].C(N(CC)CC)C.C(OC([O-])=O)(OC(OC(C)(C)C)=O)=O, predict the reaction product. The product is: [O:27]=[S:25]1(=[O:29])[CH2:5][CH2:6][N:1]([C:7]([O:9][C:10]([CH3:12])([CH3:11])[CH3:13])=[O:8])[CH2:2][CH2:3]1.